From a dataset of Full USPTO retrosynthesis dataset with 1.9M reactions from patents (1976-2016). Predict the reactants needed to synthesize the given product. Given the product [F:39][C:35]1[CH:34]=[C:33]2[C:38](=[CH:37][CH:36]=1)[N:30]([C:28]([C:26]1[CH:25]=[C:24]([O:40][CH3:41])[N:23]=[C:22]([N:17]3[CH2:18][CH2:19][CH:14]([N:10]4[CH2:9][CH2:8][C:7]5[CH:20]=[C:3]([O:2][CH3:1])[CH:4]=[CH:5][C:6]=5[NH:12][C:11]4=[O:13])[CH2:15][CH2:16]3)[CH:27]=1)=[O:29])[CH2:31][CH2:32]2, predict the reactants needed to synthesize it. The reactants are: [CH3:1][O:2][C:3]1[CH:4]=[CH:5][C:6]2[NH:12][C:11](=[O:13])[N:10]([CH:14]3[CH2:19][CH2:18][NH:17][CH2:16][CH2:15]3)[CH2:9][CH2:8][C:7]=2[CH:20]=1.Cl[C:22]1[CH:27]=[C:26]([C:28]([N:30]2[C:38]3[C:33](=[CH:34][C:35]([F:39])=[CH:36][CH:37]=3)[CH2:32][CH2:31]2)=[O:29])[CH:25]=[C:24]([O:40][CH3:41])[N:23]=1.C(=O)([O-])[O-].[K+].[K+].